This data is from Catalyst prediction with 721,799 reactions and 888 catalyst types from USPTO. The task is: Predict which catalyst facilitates the given reaction. (1) Reactant: [C:1]([O:7][CH2:8][CH:9]=[CH2:10])(=[O:6])[CH2:2][C:3]([CH3:5])=O.[Br:11][C:12]1[CH:19]=[CH:18][C:15]([CH:16]=O)=[CH:14][CH:13]=1.[NH4+:20].[OH-:21]. Product: [Br:11][C:12]1[CH:19]=[CH:18][C:15]([CH:16]2[C:2]([C:1]([O:7][CH2:8][CH:9]=[CH2:10])=[O:6])=[C:3]([CH3:5])[NH:20][C:3]([CH3:5])=[C:2]2[C:1]([O:7][CH2:8][CH:9]=[CH2:10])=[O:21])=[CH:14][CH:13]=1. The catalyst class is: 271. (2) Reactant: [CH3:1][O:2][C:3](=[O:19])[CH:4]([NH:11][C:12]([O:14][C:15]([CH3:18])([CH3:17])[CH3:16])=[O:13])P(OC)(OC)=O.CN(C)C(=N)N(C)C.[N+:28]([C:31]1[C:32]([CH:37]=O)=[N:33][CH:34]=[CH:35][CH:36]=1)([O-:30])=[O:29]. Product: [C:15]([O:14][C:12]([NH:11][C:4](=[CH:37][C:32]1[C:31]([N+:28]([O-:30])=[O:29])=[CH:36][CH:35]=[CH:34][N:33]=1)[C:3]([O:2][CH3:1])=[O:19])=[O:13])([CH3:16])([CH3:17])[CH3:18]. The catalyst class is: 20.